This data is from Catalyst prediction with 721,799 reactions and 888 catalyst types from USPTO. The task is: Predict which catalyst facilitates the given reaction. (1) Reactant: [CH:1]([C:3]1[C:11]2[C:6](=[N:7][CH:8]=[C:9]([C:12]3[CH:13]=[C:14]([NH:18][C:19](=[O:22])[CH2:20][CH3:21])[CH:15]=[N:16][CH:17]=3)[CH:10]=2)[N:5](C2CCCCO2)[N:4]=1)=O.[S].[N:30]1[CH:35]=[C:34]([NH2:36])[C:33]([NH2:37])=[C:32]([C:38]2[CH:39]=[N:40][CH:41]=[CH:42][CH:43]=2)[CH:31]=1.C([SiH](CC)CC)C.C(O)(C(F)(F)F)=O. Product: [N:40]1[CH:41]=[CH:42][CH:43]=[C:38]([C:32]2[C:33]3[N:37]=[C:1]([C:3]4[C:11]5[C:6](=[N:7][CH:8]=[C:9]([C:12]6[CH:13]=[C:14]([NH:18][C:19](=[O:22])[CH2:20][CH3:21])[CH:15]=[N:16][CH:17]=6)[CH:10]=5)[NH:5][N:4]=4)[NH:36][C:34]=3[CH:35]=[N:30][CH:31]=2)[CH:39]=1. The catalyst class is: 3. (2) Reactant: Cl.[F:2][C:3]1[CH:8]=[C:7]([F:9])[CH:6]=[CH:5][C:4]=1[NH:10][NH2:11].C(O[CH:15]=[C:16]([C:22]#[N:23])[C:17]([O:19][CH2:20][CH3:21])=[O:18])C.CCN(C(C)C)C(C)C. Product: [NH2:23][C:22]1[N:10]([C:4]2[CH:5]=[CH:6][C:7]([F:9])=[CH:8][C:3]=2[F:2])[N:11]=[CH:15][C:16]=1[C:17]([O:19][CH2:20][CH3:21])=[O:18]. The catalyst class is: 14. (3) The catalyst class is: 2. Reactant: [O:1]=[C:2]1[C:11]2[C:6](=[CH:7][CH:8]=[C:9]([C:12]([OH:14])=O)[CH:10]=2)[N:5]=[CH:4][NH:3]1.C(Cl)(=O)C([Cl:18])=O.CN(C=O)C. Product: [O:1]=[C:2]1[C:11]2[C:6](=[CH:7][CH:8]=[C:9]([C:12]([Cl:18])=[O:14])[CH:10]=2)[N:5]=[CH:4][NH:3]1. (4) Reactant: [CH2:1]([O:8][C:9](=[O:57])[C@@H:10]([NH:39][C:40]([O:42][CH2:43][CH:44]1[C:56]2[CH:55]=[CH:54][CH:53]=[CH:52][C:51]=2[C:50]2[C:45]1=[CH:46][CH:47]=[CH:48][CH:49]=2)=[O:41])[CH2:11][CH2:12][CH2:13][CH2:14][NH:15][C:16](=[O:38])[C@@H:17]([NH:30]C(OC(C)(C)C)=O)[CH2:18][CH2:19][CH2:20][CH2:21][NH:22]C(OC(C)(C)C)=O)[C:2]1[CH:7]=[CH:6][CH:5]=[CH:4][CH:3]=1.Cl. Product: [CH2:1]([O:8][C:9](=[O:57])[C@@H:10]([NH:39][C:40]([O:42][CH2:43][CH:44]1[C:56]2[CH:55]=[CH:54][CH:53]=[CH:52][C:51]=2[C:50]2[C:45]1=[CH:46][CH:47]=[CH:48][CH:49]=2)=[O:41])[CH2:11][CH2:12][CH2:13][CH2:14][NH:15][C:16](=[O:38])[C@@H:17]([NH2:30])[CH2:18][CH2:19][CH2:20][CH2:21][NH2:22])[C:2]1[CH:7]=[CH:6][CH:5]=[CH:4][CH:3]=1. The catalyst class is: 12. (5) Reactant: [OH:1][C@H:2]1[CH2:19][CH2:18][C@:17]2([CH3:20])[C@H:4]([C:5](=[CH2:29])[CH2:6][C@H:7]3[C@H:16]2[CH2:15][CH2:14][C@:12]2([CH3:13])[C@@H:8]3[CH2:9][C:10](=[CH:22][C:23]3[CH:28]=[CH:27][CH:26]=[CH:25][CH:24]=3)[C:11]2=[O:21])[CH2:3]1.O.[BH4-].[Na+].CC(O)=O. Product: [CH2:29]=[C:5]1[C@H:4]2[C@@:17]([CH3:20])([CH2:18][CH2:19][C@H:2]([OH:1])[CH2:3]2)[C@H:16]2[C@@H:7]([C@@H:8]3[C@:12]([CH2:14][CH2:15]2)([CH3:13])[C@H:11]([OH:21])[C:10](=[CH:22][C:23]2[CH:24]=[CH:25][CH:26]=[CH:27][CH:28]=2)[CH2:9]3)[CH2:6]1. The catalyst class is: 14.